This data is from Full USPTO retrosynthesis dataset with 1.9M reactions from patents (1976-2016). The task is: Predict the reactants needed to synthesize the given product. (1) Given the product [Cl:18][C:19]1[CH:20]=[CH:21][C:22]([CH:25]2[CH2:26][CH2:27][CH:28]([C:31]([NH:17][C:13]3[CH:12]=[C:11]4[C:16](=[CH:15][CH:14]=3)[N:8]([CH2:7][CH2:6][N:1]3[CH2:5][CH2:4][CH2:3][CH2:2]3)[N:9]=[CH:10]4)=[O:32])[CH2:29][CH2:30]2)=[CH:23][CH:24]=1, predict the reactants needed to synthesize it. The reactants are: [N:1]1([CH2:6][CH2:7][N:8]2[C:16]3[C:11](=[CH:12][C:13]([NH2:17])=[CH:14][CH:15]=3)[CH:10]=[N:9]2)[CH2:5][CH2:4][CH2:3][CH2:2]1.[Cl:18][C:19]1[CH:24]=[CH:23][C:22]([CH:25]2[CH2:30][CH2:29][CH:28]([C:31](O)=[O:32])[CH2:27][CH2:26]2)=[CH:21][CH:20]=1. (2) The reactants are: [Cl:1][C:2]1[N:3]=[C:4]([C:9]2[CH:14]=[CH:13][CH:12]=[CH:11][CH:10]=2)[NH:5][C:6]=1[CH:7]=[O:8].C([O-])([O-])=O.[K+].[K+].CN(C=O)C.[Br:26][C:27]1[CH:34]=[CH:33][C:30]([CH2:31]Br)=[CH:29][CH:28]=1. Given the product [Cl:1][C:2]1[N:3]=[C:4]([C:9]2[CH:10]=[CH:11][CH:12]=[CH:13][CH:14]=2)[N:5]([CH2:31][C:30]2[CH:33]=[CH:34][C:27]([Br:26])=[CH:28][CH:29]=2)[C:6]=1[CH:7]=[O:8], predict the reactants needed to synthesize it. (3) Given the product [C:37]([C:2]1[CH:24]=[CH:23][C:5]2[NH:6][C:7]3[N:8]=[CH:9][CH:10]=[CH:11][C:12]=3[C:13]([CH2:18][O:19][CH:20]([CH3:22])[CH3:21])([C:14]([F:17])([F:16])[CH3:15])[C:4]=2[CH:3]=1)#[N:38], predict the reactants needed to synthesize it. The reactants are: Cl[C:2]1[CH:24]=[CH:23][C:5]2[NH:6][C:7]3[N:8]=[CH:9][CH:10]=[CH:11][C:12]=3[C:13]([CH2:18][O:19][CH:20]([CH3:22])[CH3:21])([C:14]([F:17])([F:16])[CH3:15])[C:4]=2[CH:3]=1.CCOC(C)=O.CCCCCC.[CH3:37][N:38]1C(=O)CCC1. (4) Given the product [Br:16][C:17]1[CH:18]=[C:19]([N:20]2[CH2:10][CH:9]3[O:8][CH:7]3[CH2:6]2)[CH:21]=[CH:22][CH:23]=1, predict the reactants needed to synthesize it. The reactants are: CS(O[CH2:6][C@H:7]1[C@@H:9]([CH2:10]OS(C)(=O)=O)[O:8]1)(=O)=O.[Br:16][C:17]1[CH:18]=[C:19]([CH:21]=[CH:22][CH:23]=1)[NH2:20].C(=O)([O-])[O-].[K+].[K+]. (5) Given the product [ClH:30].[F:21][C:15]1[CH:16]=[CH:17][CH:18]=[C:19]([F:20])[C:14]=1[N:7]1[C:8]2[CH:13]=[CH:12][CH:11]=[CH:10][C:9]=2[N:5]([CH2:4][CH2:3][CH2:2][NH:29][CH:24]2[CH2:28][CH2:27][CH2:26][CH2:25]2)[S:6]1(=[O:23])=[O:22], predict the reactants needed to synthesize it. The reactants are: Br[CH2:2][CH2:3][CH2:4][N:5]1[C:9]2[CH:10]=[CH:11][CH:12]=[CH:13][C:8]=2[N:7]([C:14]2[C:19]([F:20])=[CH:18][CH:17]=[CH:16][C:15]=2[F:21])[S:6]1(=[O:23])=[O:22].[CH:24]1([NH2:29])[CH2:28][CH2:27][CH2:26][CH2:25]1.[ClH:30]. (6) Given the product [CH3:17][C:18]1[CH:19]=[CH:20][C:21]([C:22]([O:24][C@@H:25]([C:40]([OH:42])=[O:41])[C@@H:26]([O:30][C:31](=[O:39])[C:32]2[CH:37]=[CH:36][C:35]([CH3:38])=[CH:34][CH:33]=2)[C:27]([OH:29])=[O:28])=[O:23])=[CH:43][CH:44]=1.[C:4]1([C@H:10]2[C@@H:15]([NH2:16])[CH2:14][CH2:13][CH2:12][NH:11]2)[CH:5]=[CH:6][CH:7]=[CH:8][CH:9]=1, predict the reactants needed to synthesize it. The reactants are: C(O)C.[C:4]1([CH:10]2[CH:15]([NH2:16])[CH2:14][CH2:13][CH2:12][NH:11]2)[CH:9]=[CH:8][CH:7]=[CH:6][CH:5]=1.[CH3:17][C:18]1[CH:44]=[CH:43][C:21]([C:22]([O:24][C@@H:25]([C:40]([O-:42])=[O:41])[C@@H:26]([O:30][C:31](=[O:39])[C:32]2[CH:37]=[CH:36][C:35]([CH3:38])=[CH:34][CH:33]=2)[C:27]([O-:29])=[O:28])=[O:23])=[CH:20][CH:19]=1. (7) The reactants are: [F:1][C:2]1[CH:7]=[CH:6][C:5]([N:8]2[C:12]([C:13]3[CH:23]=[CH:22][C:16]4[O:17][CH2:18][C:19](=[O:21])[NH:20][C:15]=4[CH:14]=3)=[CH:11][C:10]([NH:24]C(=O)OCC3C=CC=CC=3)=[N:9]2)=[CH:4][CH:3]=1. Given the product [NH2:24][C:10]1[CH:11]=[C:12]([C:13]2[CH:23]=[CH:22][C:16]3[O:17][CH2:18][C:19](=[O:21])[NH:20][C:15]=3[CH:14]=2)[N:8]([C:5]2[CH:6]=[CH:7][C:2]([F:1])=[CH:3][CH:4]=2)[N:9]=1, predict the reactants needed to synthesize it. (8) The reactants are: [F:1][C:2]1([C:6]2[C:7]([O:15][C@@H:16]([CH3:21])[C:17]([F:20])([F:19])[F:18])=[CH:8][C:9]([C:12](O)=[O:13])=[N:10][CH:11]=2)[CH2:5][O:4][CH2:3]1.[NH2:22][C:23]1([CH2:29][C:30]([NH2:32])=[O:31])[CH2:26][S:25](=[O:28])(=[O:27])[CH2:24]1. Given the product [NH2:32][C:30](=[O:31])[CH2:29][C:23]1([NH:22][C:12]([C:9]2[CH:8]=[C:7]([O:15][C@@H:16]([CH3:21])[C:17]([F:20])([F:18])[F:19])[C:6]([C:2]3([F:1])[CH2:3][O:4][CH2:5]3)=[CH:11][N:10]=2)=[O:13])[CH2:24][S:25](=[O:27])(=[O:28])[CH2:26]1, predict the reactants needed to synthesize it.